Dataset: Full USPTO retrosynthesis dataset with 1.9M reactions from patents (1976-2016). Task: Predict the reactants needed to synthesize the given product. (1) The reactants are: [N:1]1[CH:6]=[CH:5][CH:4]=[CH:3][C:2]=1[C:7]([NH:9][C:10]12[CH2:19][CH:14]3[CH2:15][CH:16]([CH2:18][C:12]([NH:20][C:21]([C:23]4[CH:28]=[CH:27][CH:26]=[C:25](Cl)[N:24]=4)=[O:22])([CH2:13]3)[CH2:11]1)[CH2:17]2)=[O:8].[NH:30]1[CH:34]=[CH:33][N:32]=[CH:31]1.C(=O)([O-])[O-].[Cs+].[Cs+]. Given the product [N:1]1[CH:6]=[CH:5][CH:4]=[CH:3][C:2]=1[C:7]([NH:9][C:10]12[CH2:19][CH:14]3[CH2:15][CH:16]([CH2:18][C:12]([NH:20][C:21]([C:23]4[CH:28]=[CH:27][CH:26]=[C:25]([N:30]5[CH:34]=[CH:33][N:32]=[CH:31]5)[N:24]=4)=[O:22])([CH2:13]3)[CH2:11]1)[CH2:17]2)=[O:8], predict the reactants needed to synthesize it. (2) Given the product [O:1]=[C:2]1[CH2:7][O:6][C:5]2[CH:8]=[CH:9][C:10]([C:12]([OH:14])=[O:13])=[N:11][C:4]=2[NH:3]1, predict the reactants needed to synthesize it. The reactants are: [O:1]=[C:2]1[CH2:7][O:6][C:5]2[CH:8]=[CH:9][C:10]([CH:12]=[O:13])=[N:11][C:4]=2[NH:3]1.[OH:14]OS([O-])=O.[K+].